This data is from Reaction yield outcomes from USPTO patents with 853,638 reactions. The task is: Predict the reaction yield, written as a fraction of the theoretical maximum amount of product (1.0 means a 100% yield; for example, 0.34 means a 34% yield). (1) The reactants are [CH3:1][C:2]1[C:16](=[O:17])[N:15]=[C:14]2[N:4]([C@@H:5]3[O:9][C@H:8]([CH2:10][OH:11])[C@@H:7]([OH:12])[C@@H:6]3[O:13]2)[CH:3]=1.[CH3:18][O:19][CH2:20][CH2:21][O:22]B([O:22][CH2:21][CH2:20][O:19][CH3:18])[O:22][CH2:21][CH2:20][O:19][CH3:18]. The catalyst is COCCO. The product is [CH3:18][O:19][CH2:20][CH2:21][O:22][C@@H:6]1[C@H:7]([OH:12])[C@@H:8]([CH2:10][OH:11])[O:9][C@H:5]1[N:4]1[CH:3]=[C:2]([CH3:1])[C:16](=[O:17])[NH:15][C:14]1=[O:13]. The yield is 0.630. (2) The reactants are [C:1]([C:3]1[CH:4]=[C:5]([NH:9][C:10]([N:12]2[CH2:16][CH2:15][C@@H:14]([OH:17])[CH2:13]2)=[O:11])[CH:6]=[CH:7][CH:8]=1)#[N:2].NCC1C=C(NC(N2CCSC2)=O)C=CC=1. No catalyst specified. The product is [NH2:2][CH2:1][C:3]1[CH:4]=[C:5]([NH:9][C:10]([N:12]2[CH2:16][CH2:15][C@@H:14]([OH:17])[CH2:13]2)=[O:11])[CH:6]=[CH:7][CH:8]=1. The yield is 0.770.